From a dataset of Reaction yield outcomes from USPTO patents with 853,638 reactions. Predict the reaction yield, written as a fraction of the theoretical maximum amount of product (1.0 means a 100% yield; for example, 0.34 means a 34% yield). (1) The reactants are [Cl:1][C:2]1[N:7]2[N:8]=[C:9]([C:13]3[CH:18]=[CH:17][C:16]([O:19][CH3:20])=[CH:15][CH:14]=3)[C:10]([CH:11]=[O:12])=[C:6]2[CH:5]=[CH:4][CH:3]=1.[C:21]([Mg]Br)#[CH:22]. No catalyst specified. The product is [Cl:1][C:2]1[N:7]2[N:8]=[C:9]([C:13]3[CH:18]=[CH:17][C:16]([O:19][CH3:20])=[CH:15][CH:14]=3)[C:10]([CH:11]([OH:12])[C:21]#[CH:22])=[C:6]2[CH:5]=[CH:4][CH:3]=1. The yield is 0.940. (2) The reactants are [F:1][C:2]1[CH:9]=[C:8]([N:10]2[C:18]3[CH2:17][C:16]([CH3:20])([CH3:19])[CH2:15][C:14](=[O:21])[C:13]=3[C:12]([CH3:22])=[N:11]2)[CH:7]=[C:6](F)[C:3]=1[C:4]#[N:5].[NH2:24][C@H:25]1[CH2:30][CH2:29][CH2:28][CH2:27][C@@H:26]1[NH2:31].CCN(C(C)C)C(C)C.[OH-:41].[Na+].OO. The catalyst is CS(C)=O.CCO.CS(C)=O. The product is [NH2:24][C@H:25]1[CH2:30][CH2:29][CH2:28][CH2:27][C@@H:26]1[NH:31][C:6]1[CH:7]=[C:8]([N:10]2[C:18]3[CH2:17][C:16]([CH3:19])([CH3:20])[CH2:15][C:14](=[O:21])[C:13]=3[C:12]([CH3:22])=[N:11]2)[CH:9]=[C:2]([F:1])[C:3]=1[C:4]([NH2:5])=[O:41]. The yield is 0.820. (3) The reactants are C[O:2][C:3](=[O:40])[CH2:4][CH2:5][NH:6][C:7](=[O:39])[C:8]1[CH:13]=[CH:12][C:11]([CH2:14][N:15]([C:32]2[CH:37]=[CH:36][C:35]([Cl:38])=[CH:34][CH:33]=2)[C:16]2[S:17][CH:18]=[C:19]([C:21]3[CH:26]=[CH:25][C:24]([O:27][C:28]([F:31])([F:30])[F:29])=[CH:23][CH:22]=3)[N:20]=2)=[CH:10][CH:9]=1.[OH-].[Na+]. The catalyst is C(O)C. The product is [Cl:38][C:35]1[CH:34]=[CH:33][C:32]([N:15]([CH2:14][C:11]2[CH:10]=[CH:9][C:8]([C:7]([NH:6][CH2:5][CH2:4][C:3]([OH:40])=[O:2])=[O:39])=[CH:13][CH:12]=2)[C:16]2[S:17][CH:18]=[C:19]([C:21]3[CH:22]=[CH:23][C:24]([O:27][C:28]([F:31])([F:30])[F:29])=[CH:25][CH:26]=3)[N:20]=2)=[CH:37][CH:36]=1. The yield is 0.420. (4) The reactants are Cl.[NH:2]1[C:10]2[C:5](=[CH:6][CH:7]=[CH:8][CH:9]=2)[C:4]([CH2:11][CH2:12][NH:13][CH:14]2[C:22]3[C:17](=[CH:18][C:19]([C:23]([O:25][CH2:26][CH3:27])=[O:24])=[CH:20][CH:21]=3)[CH2:16][CH2:15]2)=[CH:3]1.[CH3:28][S:29](Cl)(=[O:31])=[O:30].CCN(CC)CC. The catalyst is C(Cl)Cl. The product is [NH:2]1[C:10]2[C:5](=[CH:6][CH:7]=[CH:8][CH:9]=2)[C:4]([CH2:11][CH2:12][N:13]([S:29]([CH3:28])(=[O:31])=[O:30])[CH:14]2[C:22]3[C:17](=[CH:18][C:19]([C:23]([O:25][CH2:26][CH3:27])=[O:24])=[CH:20][CH:21]=3)[CH2:16][CH2:15]2)=[CH:3]1. The yield is 0.740. (5) The reactants are Br[C:2]1[C:11]2[C:6](=[CH:7][CH:8]=[CH:9][CH:10]=2)[N:5]=[C:4]([CH3:12])[CH:3]=1.[Li]CCCC.[CH:18]([C:20]1[CH:29]=[CH:28][C:23]([C:24]([O:26][CH3:27])=[O:25])=[CH:22][CH:21]=1)=[O:19].[Li]. The catalyst is C1COCC1. The product is [OH:19][CH:18]([C:2]1[C:11]2[C:6](=[CH:7][CH:8]=[CH:9][CH:10]=2)[N:5]=[C:4]([CH3:12])[CH:3]=1)[C:20]1[CH:21]=[CH:22][C:23]([C:24]([O:26][CH3:27])=[O:25])=[CH:28][CH:29]=1. The yield is 0.650. (6) The yield is 0.860. The product is [C:4]([C:3]1[CH:6]=[C:7]([N:10]2[C:19]3[C:14](=[CH:15][CH:16]=[CH:17][CH:18]=3)[CH2:13][N:12]([CH2:20][CH:21]3[CH2:26][CH2:25][N:24]([C:27]4[C:36]5[C:31](=[CH:32][C:33]([O:39][CH3:40])=[C:34]([O:37][CH3:38])[CH:35]=5)[N:30]=[CH:29][N:28]=4)[CH2:23][CH2:22]3)[C:11]2=[O:41])[CH:8]=[CH:9][C:2]=1[C:71]([O:73][CH2:43][CH2:42][CH3:47])=[O:72])#[N:5]. The catalyst is CN(C=O)C.C([O-])(=O)C.[Pd+2].C([O-])(=O)C.C(OCC)(=O)C.CCCCCCC.C(O)CC. The reactants are Br[C:2]1[CH:9]=[CH:8][C:7]([N:10]2[C:19]3[C:14](=[CH:15][CH:16]=[CH:17][CH:18]=3)[CH2:13][N:12]([CH2:20][CH:21]3[CH2:26][CH2:25][N:24]([C:27]4[C:36]5[C:31](=[CH:32][C:33]([O:39][CH3:40])=[C:34]([O:37][CH3:38])[CH:35]=5)[N:30]=[CH:29][N:28]=4)[CH2:23][CH2:22]3)[C:11]2=[O:41])=[CH:6][C:3]=1[C:4]#[N:5].[C:42]1(P(C2C=CC=CC=2)CCCP(C2C=CC=CC=2)C2C=CC=CC=2)[CH:47]=CC=C[CH:43]=1.[C:71](=O)([O-:73])[O-:72].[K+].[K+].C(=O)(O)[O-].[Na+]. (7) The reactants are [C:1](Cl)(=[O:3])[CH3:2].[N+:5]([C:8]1[CH:9]=[CH:10][C:11]2[CH2:17][CH2:16][CH2:15][CH2:14][NH:13][C:12]=2[CH:18]=1)([O-:7])=[O:6].C([O-])(O)=O.[Na+]. The catalyst is C(Cl)Cl. The product is [N+:5]([C:8]1[CH:9]=[CH:10][C:11]2[CH2:17][CH2:16][CH2:15][CH2:14][N:13]([C:1](=[O:3])[CH3:2])[C:12]=2[CH:18]=1)([O-:7])=[O:6]. The yield is 0.800. (8) The reactants are ClC(Cl)(Cl)COC(=O)C1C=CC=CC=1CSC1C=CC=C(CC(O[CH2:24][C:25]2[CH:30]=[CH:29][C:28]([C:31]([F:34])([F:33])[F:32])=[CH:27][CH:26]=2)=O)C=1.[Cl:38][C:39]([Cl:63])([Cl:62])[CH2:40][O:41][C:42](=[O:61])[C:43]1[CH:48]=[CH:47][CH:46]=[CH:45][C:44]=1[CH2:49][S:50][C:51]1[CH:56]=[CH:55][C:54]([CH2:57][C:58]([OH:60])=[O:59])=[CH:53][CH:52]=1.FC(F)(F)C1C=CC(CO)=CC=1.Cl. The catalyst is CN(C1C=CN=CC=1)C.CCCCCCC.CCOC(C)=O.C(Cl)Cl.C(Cl)CCl. The product is [Cl:63][C:39]([Cl:38])([Cl:62])[CH2:40][O:41][C:42](=[O:61])[C:43]1[CH:48]=[CH:47][CH:46]=[CH:45][C:44]=1[CH2:49][S:50][C:51]1[CH:52]=[CH:53][C:54]([CH2:57][C:58]([O:60][CH2:24][C:25]2[CH:26]=[CH:27][C:28]([C:31]([F:32])([F:33])[F:34])=[CH:29][CH:30]=2)=[O:59])=[CH:55][CH:56]=1. The yield is 0.350. (9) The reactants are C[Si]([N-][Si](C)(C)C)(C)C.[Na+].[C:11]([O:14][CH3:15])(=[O:13])[CH3:12].[CH:16](=[N:20]/[S:21]([C:23]1[CH:28]=[CH:27][C:26]([CH3:29])=[CH:25][CH:24]=1)=[O:22])\[CH:17]=[CH:18]\[CH3:19].C1C[O:33][CH2:32][CH2:31]1. No catalyst specified. The product is [CH3:15][O:14][C:11](=[O:13])[CH2:12][C:32](=[O:33])[CH2:31][C@@H:16]([NH:20][S:21]([C:23]1[CH:24]=[CH:25][C:26]([CH3:29])=[CH:27][CH:28]=1)=[O:22])/[CH:17]=[CH:18]/[CH3:19]. The yield is 0.510. (10) The product is [CH2:1]([N:8]([CH3:17])[C:9]([C:11]1[S:12][C:13]([C:21]2[CH:22]=[CH:23][CH:24]=[CH:25][C:20]=2[O:19][CH3:18])=[CH:14][CH:15]=1)=[O:10])[C:2]1[CH:7]=[CH:6][CH:5]=[CH:4][CH:3]=1. The catalyst is [Pd].C1(P(C2C=CC=CC=2)C2C=CC=CC=2)C=CC=CC=1.C1(P(C2C=CC=CC=2)C2C=CC=CC=2)C=CC=CC=1.C1(P(C2C=CC=CC=2)C2C=CC=CC=2)C=CC=CC=1.C1(P(C2C=CC=CC=2)C2C=CC=CC=2)C=CC=CC=1. The reactants are [CH2:1]([N:8]([CH3:17])[C:9]([C:11]1[S:12][C:13](Br)=[CH:14][CH:15]=1)=[O:10])[C:2]1[CH:7]=[CH:6][CH:5]=[CH:4][CH:3]=1.[CH3:18][O:19][C:20]1[CH:25]=[CH:24][CH:23]=[CH:22][C:21]=1B(O)O. The yield is 0.870.